This data is from Forward reaction prediction with 1.9M reactions from USPTO patents (1976-2016). The task is: Predict the product of the given reaction. (1) Given the reactants [OH:1][C:2]1[CH:7]=[C:6]([CH3:8])[N:5]([CH3:9])[C:4](=[O:10])[C:3]=1[C:11](=[O:25])[CH:12]=[CH:13][C:14]1[CH:19]=[CH:18][CH:17]=[C:16]([O:20][CH2:21][C:22]([OH:24])=[O:23])[CH:15]=1.ON1[C:31](=[O:32])[CH2:30][CH2:29][C:28]1=O.[CH:34]1(N=C=N[CH:34]2[CH2:39][CH2:38]C[CH2:36][CH2:35]2)[CH2:39][CH2:38]C[CH2:36][CH2:35]1, predict the reaction product. The product is: [OH:1][C:2]1[CH:7]=[C:6]([CH3:8])[N:5]([CH3:9])[C:4](=[O:10])[C:3]=1[C:11](=[O:25])[CH:12]=[CH:13][C:14]1[CH:19]=[CH:18][CH:17]=[C:16]([O:20][CH2:21][C:22]([O:24][CH2:36][CH2:35][CH2:34][CH2:39][CH2:38][CH2:28][CH2:29][CH2:30][CH2:31][OH:32])=[O:23])[CH:15]=1. (2) Given the reactants [CH3:1][CH:2]([NH:11][C:12]([C:14]1[C:22]2[C:17](=[N:18][CH:19]=[C:20]([C:23]3[C:31]4[C:26](=[CH:27][C:28]([F:32])=[CH:29][CH:30]=4)[N:25]([CH3:33])[N:24]=3)[N:21]=2)[N:16](COCC[Si](C)(C)C)[CH:15]=1)=[O:13])[CH2:3][O:4][C:5]1[CH:10]=[CH:9][CH:8]=[CH:7][CH:6]=1.C(Cl)Cl.C(N)CN.O, predict the reaction product. The product is: [CH3:1][CH:2]([NH:11][C:12]([C:14]1[C:22]2[C:17](=[N:18][CH:19]=[C:20]([C:23]3[C:31]4[C:26](=[CH:27][C:28]([F:32])=[CH:29][CH:30]=4)[N:25]([CH3:33])[N:24]=3)[N:21]=2)[NH:16][CH:15]=1)=[O:13])[CH2:3][O:4][C:5]1[CH:6]=[CH:7][CH:8]=[CH:9][CH:10]=1. (3) Given the reactants [CH3:1][O:2][C:3]1[CH:21]=[CH:20][C:6]([O:7][C:8]2[CH:9]=[CH:10][C:11]3[N:15]=[C:14]([CH2:16][OH:17])[N:13]([CH3:18])[C:12]=3[CH:19]=2)=[CH:5][CH:4]=1.O[C:23]1[CH:24]=[C:25]([CH:30]=[CH:31][CH:32]=1)[C:26]([O:28][CH3:29])=[O:27].C(P(CCCC)CCCC)CCC.N(C(N1CCCCC1)=O)=NC(N1CCCCC1)=O, predict the reaction product. The product is: [CH3:1][O:2][C:3]1[CH:21]=[CH:20][C:6]([O:7][C:8]2[CH:9]=[CH:10][C:11]3[N:15]=[C:14]([CH2:16][O:17][C:23]4[CH:24]=[C:25]([CH:30]=[CH:31][CH:32]=4)[C:26]([O:28][CH3:29])=[O:27])[N:13]([CH3:18])[C:12]=3[CH:19]=2)=[CH:5][CH:4]=1.